Task: Predict the product of the given reaction.. Dataset: Forward reaction prediction with 1.9M reactions from USPTO patents (1976-2016) (1) Given the reactants Cl[C:2]1[C:11]([C:12]([OH:14])=[O:13])=[CH:10][C:9]2[C:4](=[CH:5][CH:6]=[C:7]([Cl:15])[CH:8]=2)[N:3]=1.[NH2:16][C@@H:17]([CH2:21][C:22]1[CH:27]=[CH:26][C:25]([O:28][C:29]2[CH:34]=[CH:33][CH:32]=[C:31]([CH3:35])[N:30]=2)=[CH:24][CH:23]=1)[C:18]([OH:20])=[O:19], predict the reaction product. The product is: [C:18]([C@@H:17]([NH:16][C:2]1[C:11]([C:12]([OH:14])=[O:13])=[CH:10][C:9]2[C:4](=[CH:5][CH:6]=[C:7]([Cl:15])[CH:8]=2)[N:3]=1)[CH2:21][C:22]1[CH:23]=[CH:24][C:25]([O:28][C:29]2[CH:34]=[CH:33][CH:32]=[C:31]([CH3:35])[N:30]=2)=[CH:26][CH:27]=1)([OH:20])=[O:19]. (2) Given the reactants Cl[C:2]1[C:7]([C:8]([O:10][CH2:11][CH3:12])=[O:9])=[CH:6][N:5]=[C:4]([C:13]2[N:17]3[CH:18]=[C:19]([F:22])[CH:20]=[CH:21][C:16]3=[N:15][CH:14]=2)[N:3]=1.Cl.[F:24][C:25]1[CH:26]=[CH:27][C:28]([C@@H:31]([NH2:33])[CH3:32])=[N:29][CH:30]=1.C(N(C(C)C)CC)(C)C, predict the reaction product. The product is: [F:22][C:19]1[CH:20]=[CH:21][C:16]2[N:17]([C:13]([C:4]3[N:3]=[C:2]([NH:33][C@H:31]([C:28]4[CH:27]=[CH:26][C:25]([F:24])=[CH:30][N:29]=4)[CH3:32])[C:7]([C:8]([O:10][CH2:11][CH3:12])=[O:9])=[CH:6][N:5]=3)=[CH:14][N:15]=2)[CH:18]=1. (3) The product is: [CH3:19][N:20](/[CH:11]=[C:10]1\[C:2](=[O:1])[C:3]2[CH:4]=[N:5][N:6]([C:13]3[CH:18]=[CH:17][CH:16]=[CH:15][CH:14]=3)[C:7]=2[CH2:8][CH2:9]\1)[CH3:21]. Given the reactants [O:1]=[C:2]1[CH:10]([CH:11]=O)[CH2:9][CH2:8][C:7]2[N:6]([C:13]3[CH:18]=[CH:17][CH:16]=[CH:15][CH:14]=3)[N:5]=[CH:4][C:3]1=2.[CH3:19][NH:20][CH3:21], predict the reaction product. (4) Given the reactants [CH3:1][O:2][NH:3][CH2:4][C:5]1[C:14]2([CH2:17][CH2:16][CH2:15]2)[O:13][C:12]2[C:7](=[C:8]([CH3:20])[C:9]([OH:19])=[C:10]([CH3:18])[CH:11]=2)[CH:6]=1, predict the reaction product. The product is: [CH3:1][O:2][NH:3][CH2:4][CH:5]1[C:14]2([CH2:15][CH2:16][CH2:17]2)[O:13][C:12]2[C:7](=[C:8]([CH3:20])[C:9]([OH:19])=[C:10]([CH3:18])[CH:11]=2)[CH2:6]1.